Dataset: Reaction yield outcomes from USPTO patents with 853,638 reactions. Task: Predict the reaction yield, written as a fraction of the theoretical maximum amount of product (1.0 means a 100% yield; for example, 0.34 means a 34% yield). (1) The reactants are C[N:2](C)/[CH:3]=[CH:4]/[C:5]([C:7]1[CH:8]=[C:9]([CH:12]=[CH:13][CH:14]=1)[C:10]#[N:11])=O.C(O)C.[NH2:19]N. No catalyst specified. The product is [NH:2]1[CH:3]=[CH:4][C:5]([C:7]2[CH:8]=[C:9]([CH:12]=[CH:13][CH:14]=2)[C:10]#[N:11])=[N:19]1. The yield is 0.840. (2) The reactants are Cl[C:2]1[CH:3]=[N:4][C:5]2[C:10]([C:11]=1[CH:12]=[O:13])=[C:9]([F:14])[C:8]([O:15][CH3:16])=[CH:7][CH:6]=2.C1(P(C2CCCCC2)C2C=CC=CC=2C2C(C(C)C)=CC(C(C)C)=CC=2C(C)C)CCCCC1.[OH-:51].[K+].Cl. The catalyst is O1CCOCC1.C1C=CC(/C=C/C(/C=C/C2C=CC=CC=2)=O)=CC=1.C1C=CC(/C=C/C(/C=C/C2C=CC=CC=2)=O)=CC=1.C1C=CC(/C=C/C(/C=C/C2C=CC=CC=2)=O)=CC=1.[Pd].[Pd].C(OCC)(=O)C.O. The product is [F:14][C:9]1[C:8]([O:15][CH3:16])=[CH:7][CH:6]=[C:5]2[C:10]=1[C:11]([CH:12]=[O:13])=[C:2]([OH:51])[CH:3]=[N:4]2. The yield is 0.360. (3) The product is [N:1]1([C:6]2[N:11]=[CH:10][C:9]([CH:12]=[CH:13][CH:14]=[O:15])=[CH:8][CH:7]=2)[CH:5]=[CH:4][CH:3]=[N:2]1. The reactants are [N:1]1([C:6]2[N:11]=[CH:10][C:9]([CH:12]=[CH:13][CH2:14][OH:15])=[CH:8][CH:7]=2)[CH:5]=[CH:4][CH:3]=[N:2]1. The catalyst is CC(C)=O.O=[Mn]=O. The yield is 0.430. (4) The reactants are Cl.[C:2]1([C:8]2[CH:9]=[N:10][NH:11][CH:12]=2)[CH:7]=[CH:6][CH:5]=[CH:4][CH:3]=1.CCN(C(C)C)C(C)C.Cl[C:23](Cl)([O:25]C(=O)OC(Cl)(Cl)Cl)Cl.Cl.[NH2:35][CH2:36][C:37]([N:39]1[CH2:44][CH2:43][N:42]([C:45](=[O:57])[C:46]2[CH:51]=[C:50]([F:52])[CH:49]=[CH:48][C:47]=2[C:53]([F:56])([F:55])[F:54])[CH2:41][CH2:40]1)=[O:38]. The catalyst is C(Cl)Cl.O. The product is [F:52][C:50]1[CH:49]=[CH:48][C:47]([C:53]([F:54])([F:56])[F:55])=[C:46]([CH:51]=1)[C:45]([N:42]1[CH2:41][CH2:40][N:39]([C:37](=[O:38])[CH2:36][NH:35][C:23]([N:10]2[CH:9]=[C:8]([C:2]3[CH:3]=[CH:4][CH:5]=[CH:6][CH:7]=3)[CH:12]=[N:11]2)=[O:25])[CH2:44][CH2:43]1)=[O:57]. The yield is 0.456. (5) The reactants are Cl[C:2]1[CH:11]=[N:10][C:9]2[C:8]([C:12]([O:14][CH3:15])=[O:13])=[C:7]([O:16][CH3:17])[C:6]([C:18]3[CH:23]=[CH:22][CH:21]=[CH:20][N:19]=3)=[CH:5][C:4]=2[N:3]=1.[C:24]1(B(O)O)[CH:29]=[CH:28][CH:27]=[CH:26][CH:25]=1.C(=O)([O-])[O-].[K+].[K+]. The product is [CH3:17][O:16][C:7]1[C:6]([C:18]2[CH:23]=[CH:22][CH:21]=[CH:20][N:19]=2)=[CH:5][C:4]2[N:3]=[C:2]([C:24]3[CH:29]=[CH:28][CH:27]=[CH:26][CH:25]=3)[CH:11]=[N:10][C:9]=2[C:8]=1[C:12]([O:14][CH3:15])=[O:13]. The catalyst is O1CCOCC1.O.C1C=CC([P]([Pd]([P](C2C=CC=CC=2)(C2C=CC=CC=2)C2C=CC=CC=2)([P](C2C=CC=CC=2)(C2C=CC=CC=2)C2C=CC=CC=2)[P](C2C=CC=CC=2)(C2C=CC=CC=2)C2C=CC=CC=2)(C2C=CC=CC=2)C2C=CC=CC=2)=CC=1. The yield is 0.900. (6) The reactants are [Cl:1][C:2]1[CH:26]=[CH:25][C:24]([Cl:27])=[CH:23][C:3]=1[O:4][C:5]1[C:10]([C:11]([NH:13][C:14]2[CH:19]=[C:18]([F:20])[CH:17]=[CH:16][C:15]=2[O:21][CH3:22])=[O:12])=[CH:9][N:8]=[CH:7][CH:6]=1.[CH3:28]C(C)([O-])C.[K+].IC.C(O)(=O)CC(CC(O)=O)(C(O)=O)O. The catalyst is O1CCCC1. The product is [Cl:1][C:2]1[CH:26]=[CH:25][C:24]([Cl:27])=[CH:23][C:3]=1[O:4][C:5]1[C:10]([C:11]([N:13]([C:14]2[CH:19]=[C:18]([F:20])[CH:17]=[CH:16][C:15]=2[O:21][CH3:22])[CH3:28])=[O:12])=[CH:9][N:8]=[CH:7][CH:6]=1. The yield is 0.440.